This data is from Reaction yield outcomes from USPTO patents with 853,638 reactions. The task is: Predict the reaction yield, written as a fraction of the theoretical maximum amount of product (1.0 means a 100% yield; for example, 0.34 means a 34% yield). (1) The reactants are [CH2:1]=[C:2]1O[C:4](=[O:5])[CH2:3]1.[Cl:7][C:8]1[C:9]([OH:21])=[C:10]([CH2:15][CH2:16][C:17]([O:19][CH3:20])=[O:18])[CH:11]=[CH:12][C:13]=1[OH:14].CO. The catalyst is CS(O)(=O)=O. The product is [Cl:7][C:8]1[C:9]([OH:21])=[C:10]([CH2:15][CH2:16][C:17]([O:19][CH3:20])=[O:18])[CH:11]=[C:12]2[C:13]=1[O:14][C:4](=[O:5])[CH:3]=[C:2]2[CH3:1]. The yield is 0.640. (2) The reactants are [CH3:1][C:2]([CH3:23])([CH3:22])[CH2:3][O:4][C:5]([C:7]1[CH:8]=[C:9](Br)[CH:10]=[C:11]2[C:16]=1[O:15][C:14]([CH3:18])([CH3:17])[CH2:13][C:12]2([CH3:20])[CH3:19])=[O:6].C(N(CC)CC)C.[CH3:31][Si:32]([C:35]#[CH:36])([CH3:34])[CH3:33].C(OCC)(=O)C. The catalyst is CCCCCC.[Cu]I. The product is [CH3:1][C:2]([CH3:23])([CH3:22])[CH2:3][O:4][C:5]([C:7]1[CH:8]=[C:9]([C:36]#[C:35][Si:32]([CH3:34])([CH3:33])[CH3:31])[CH:10]=[C:11]2[C:16]=1[O:15][C:14]([CH3:18])([CH3:17])[CH2:13][C:12]2([CH3:20])[CH3:19])=[O:6]. The yield is 0.710. (3) The reactants are [F:1][CH:2]([F:6])[C:3](=[S:5])[NH2:4].Br[CH2:8][C:9](=O)[C:10]([O:12][CH2:13][CH3:14])=[O:11]. The catalyst is CCO. The product is [F:1][CH:2]([F:6])[C:3]1[S:5][CH:8]=[C:9]([C:10]([O:12][CH2:13][CH3:14])=[O:11])[N:4]=1. The yield is 0.510. (4) The catalyst is CN(C=O)C. The reactants are [CH3:1][O:2][C:3](=[O:7])[CH2:4][CH2:5][SH:6].CC([O-])(C)C.[K+].Cl[C:15]1[C:24]([C:25]([NH:27][CH2:28][C:29]2[S:30][CH:31]=[CH:32][CH:33]=2)=[O:26])=[CH:23][C:22]2[C:17](=[CH:18][CH:19]=[CH:20][CH:21]=2)[N:16]=1.CCCCCC. The product is [CH3:1][O:2][C:3](=[O:7])[CH2:4][CH2:5][S:6][C:15]1[C:24]([C:25](=[O:26])[NH:27][CH2:28][C:29]2[S:30][CH:31]=[CH:32][CH:33]=2)=[CH:23][C:22]2[C:17](=[CH:18][CH:19]=[CH:20][CH:21]=2)[N:16]=1. The yield is 0.530. (5) The reactants are Br[C:2]1[CH:8]=[CH:7][C:5]([NH2:6])=[CH:4][C:3]=1[F:9].[C:10]([O:14][CH2:15][CH3:16])(=[O:13])[CH:11]=[CH2:12].CC1C=CC=CC=1P(C1C=CC=CC=1C)C1C=CC=CC=1C.C(N(CC)C(C)C)(C)C. The catalyst is C([O-])(=O)C.[Pd+2].C([O-])(=O)C.CN(C)C=O. The product is [NH2:6][C:5]1[CH:7]=[CH:8][C:2](/[CH:12]=[CH:11]/[C:10]([O:14][CH2:15][CH3:16])=[O:13])=[C:3]([F:9])[CH:4]=1. The yield is 0.960. (6) The reactants are Cl[CH2:2][CH2:3][CH2:4][N:5]1[C:10]2[CH:11]=[CH:12][CH:13]=[CH:14][C:9]=2[S:8][CH2:7][C:6]1=[O:15].C([O-])([O-])=O.[K+].[K+].[Na+].[I-].[CH:24](=[C:28]1[CH2:33][CH2:32][NH:31][CH2:30][CH2:29]1)[CH2:25][CH2:26][CH3:27]. The catalyst is C(Cl)Cl.CO. The product is [CH:24](=[C:28]1[CH2:33][CH2:32][N:31]([CH2:2][CH2:3][CH2:4][N:5]2[C:10]3[CH:11]=[CH:12][CH:13]=[CH:14][C:9]=3[S:8][CH2:7][C:6]2=[O:15])[CH2:30][CH2:29]1)[CH2:25][CH2:26][CH3:27]. The yield is 0.330.